Dataset: Full USPTO retrosynthesis dataset with 1.9M reactions from patents (1976-2016). Task: Predict the reactants needed to synthesize the given product. (1) Given the product [CH3:1][C@@H:2]1[C@H:12]2[CH2:13][CH2:14][C@@:15]3([CH3:19])[O:17][O:18][C@@:11]42[C@H:5]([C@H:6]([CH3:20])[C@H:7]([O:8][CH2:1][C:2]2[CH:3]=[CH:4][C:25]([C:24]([OH:27])=[O:26])=[CH:11][CH:12]=2)[O:9][C@@H:10]4[O:16]3)[CH2:4][CH2:3]1, predict the reactants needed to synthesize it. The reactants are: [CH3:1][C@H:2]1[C@@H:12]2[CH2:13][CH2:14][C@:15]3([CH3:19])[O:17][O:18][C@:11]42[C@H:5]([C@@H:6]([CH3:20])[C:7]([O:9][C@@H:10]4[O:16]3)=[O:8])[CH2:4][CH2:3]1.[BH4-].[Na+].O.[C:24]([OH:27])(=[O:26])[CH3:25]. (2) Given the product [C:24]([O:32][CH2:33][CH2:34][O:35][CH2:36][N:1]1[CH:9]=[C:7]([CH3:8])[C:5](=[O:6])[NH:4][C:2]1=[O:3])(=[O:31])[C:25]1[CH:30]=[CH:29][CH:28]=[CH:27][CH:26]=1, predict the reactants needed to synthesize it. The reactants are: [NH:1]1[CH:9]=[C:7]([CH3:8])[C:5](=[O:6])[NH:4][C:2]1=[O:3].C[Si](C)(C)N[Si](C)(C)C.C[Si](Cl)(C)C.[C:24]([O:32][CH2:33][CH2:34][O:35][CH2:36]Cl)(=[O:31])[C:25]1[CH:30]=[CH:29][CH:28]=[CH:27][CH:26]=1.C(N(CC)CC)C. (3) Given the product [Cl:8][C:6]1[CH:5]=[CH:4][C:3]([C:9]([N:11]2[CH2:16][CH2:15][N:14]([C:17]3[C:22]([CH3:23])=[CH:21][C:20]([CH3:24])=[CH:19][N:18]=3)[CH2:13][CH2:12]2)=[O:10])=[C:2]([N:27]2[CH2:28][CH2:29][O:25][C:26]2=[O:30])[CH:7]=1, predict the reactants needed to synthesize it. The reactants are: Br[C:2]1[CH:7]=[C:6]([Cl:8])[CH:5]=[CH:4][C:3]=1[C:9]([N:11]1[CH2:16][CH2:15][N:14]([C:17]2[C:22]([CH3:23])=[CH:21][C:20]([CH3:24])=[CH:19][N:18]=2)[CH2:13][CH2:12]1)=[O:10].[O:25]1[CH2:29][CH2:28][NH:27][C:26]1=[O:30]. (4) Given the product [CH3:19][N:20]1[CH2:25][CH2:24][CH:23]([O:26][C:27]2[CH:32]=[CH:31][C:30]([C:11]3[C:10]4[C:14](=[CH:15][CH:16]=[C:8]([NH2:7])[CH:9]=4)[NH:13][N:12]=3)=[CH:29][CH:28]=2)[CH2:22][CH2:21]1, predict the reactants needed to synthesize it. The reactants are: C(OC(=O)[NH:7][C:8]1[CH:9]=[C:10]2[C:14](=[CH:15][CH:16]=1)[NH:13][N:12]=[C:11]2I)(C)(C)C.[CH3:19][N:20]1[CH2:25][CH2:24][CH:23]([O:26][C:27]2[CH:32]=[CH:31][C:30](B3OC(C)(C)C(C)(C)O3)=[CH:29][CH:28]=2)[CH2:22][CH2:21]1.[Li+].[Cl-].C([O-])([O-])=O.[Na+].[Na+].C(O)(C(F)(F)F)=O. (5) Given the product [N:2]1[CH:7]=[CH:6][CH:5]=[C:4]([S:8]([NH2:12])(=[O:10])=[O:9])[CH:3]=1, predict the reactants needed to synthesize it. The reactants are: Cl.[N:2]1[CH:7]=[CH:6][CH:5]=[C:4]([S:8](Cl)(=[O:10])=[O:9])[CH:3]=1.[NH3:12]. (6) The reactants are: Cl[C:2]1[C:7]([C:8]#[N:9])=[C:6]([Cl:10])[N:5]=[C:4]([S:11][CH3:12])[N:3]=1.[O:13]1[C:17]2[CH:18]=[CH:19][C:20]([NH2:22])=[CH:21][C:16]=2OC1.CN([CH:26]=[O:27])C. Given the product [O:13]1[C:17]2[CH:18]=[CH:19][C:20]([NH:22][C:2]3[C:7]([C:8]#[N:9])=[C:6]([Cl:10])[N:5]=[C:4]([S:11][CH3:12])[N:3]=3)=[CH:21][C:16]=2[CH2:26][O:27]1, predict the reactants needed to synthesize it.